This data is from Full USPTO retrosynthesis dataset with 1.9M reactions from patents (1976-2016). The task is: Predict the reactants needed to synthesize the given product. (1) The reactants are: NC[CH2:3][CH:4]([OH:6])[CH3:5].[CH2:7]([N:9](CC)CC)C.Br[CH2:15][CH2:16][C:17]([O:19][C:20]([CH3:23])([CH3:22])[CH3:21])=[O:18]. Given the product [C:20]([O:19][C:17](=[O:18])[CH2:16][CH2:15][NH:9][CH2:7][C:4]([OH:6])([CH3:3])[CH3:5])([CH3:23])([CH3:22])[CH3:21], predict the reactants needed to synthesize it. (2) Given the product [OH:51][C:47]1([CH3:46])[CH2:50][N:49]([C:10](=[O:12])[C@@H:9]([NH:8][C:6](=[O:7])[O:5][C:1]([CH3:2])([CH3:3])[CH3:4])[CH:13]([CH3:15])[CH3:14])[CH2:48]1, predict the reactants needed to synthesize it. The reactants are: [C:1]([O:5][C:6]([NH:8][C@@H:9]([CH:13]([CH3:15])[CH3:14])[C:10]([OH:12])=O)=[O:7])([CH3:4])([CH3:3])[CH3:2].CN(C(ON1N=NC2C=CC=CC1=2)=[N+](C)C)C.[B-](F)(F)(F)F.CN1CCOCC1.Cl.[CH3:46][C:47]1([OH:51])[CH2:50][NH:49][CH2:48]1. (3) Given the product [NH2:15][C:10](=[O:11])[C@@H:9]([NH:8][C:6](=[O:7])[O:5][C:1]([CH3:4])([CH3:3])[CH3:2])[CH3:13], predict the reactants needed to synthesize it. The reactants are: [C:1]([O:5][C:6]([NH:8][C@@H:9]([CH3:13])[C:10](O)=[O:11])=[O:7])([CH3:4])([CH3:3])[CH3:2].C[N:15]1CCOCC1.ClC(OCC(C)C)=O.[OH-].[NH4+]. (4) Given the product [Cl:18][C:19]1[CH:24]=[CH:23][C:22]([CH:25]2[CH2:30][CH2:29][CH2:28][N:27]([C:13]([C:11]3[C:10]([CH3:16])=[N:9][N:8]([CH3:7])[CH:12]=3)=[O:14])[CH2:26]2)=[C:21]([C:31]([F:34])([F:32])[F:33])[CH:20]=1, predict the reactants needed to synthesize it. The reactants are: CCCP(=O)=O.[CH3:7][N:8]1[CH:12]=[C:11]([C:13](O)=[O:14])[C:10]([CH3:16])=[N:9]1.Cl.[Cl:18][C:19]1[CH:24]=[CH:23][C:22]([CH:25]2[CH2:30][CH2:29][CH2:28][NH:27][CH2:26]2)=[C:21]([C:31]([F:34])([F:33])[F:32])[CH:20]=1.C(N(CC)CC)C. (5) Given the product [CH2:1]([C:3]([C:25]1[CH:38]=[CH:37][C:28]([O:29][CH2:30][C@@H:31]([OH:42])[CH2:32][CH2:33][C:34]([OH:35])=[O:36])=[C:27]([CH3:39])[CH:26]=1)([C:6]1[CH:11]=[CH:10][C:9]([C:12]#[C:13][C:14]([OH:23])([C:15]([F:18])([F:16])[F:17])[C:19]([F:20])([F:22])[F:21])=[C:8]([CH3:24])[CH:7]=1)[CH2:4][CH3:5])[CH3:2], predict the reactants needed to synthesize it. The reactants are: [CH2:1]([C:3]([C:25]1[CH:38]=[CH:37][C:28]([O:29][CH2:30][C@H:31]2[O:35][C:34](=[O:36])[CH2:33][CH2:32]2)=[C:27]([CH3:39])[CH:26]=1)([C:6]1[CH:11]=[CH:10][C:9]([C:12]#[C:13][C:14]([OH:23])([C:19]([F:22])([F:21])[F:20])[C:15]([F:18])([F:17])[F:16])=[C:8]([CH3:24])[CH:7]=1)[CH2:4][CH3:5])[CH3:2].C([OH:42])C. (6) Given the product [CH3:1][O:2][C:3]([C:4]1[N:19]=[C:16]([CH3:17])[S:18][C:5]=1[C:6]1[CH:11]=[CH:10][C:9]([CH3:12])=[CH:8][CH:7]=1)=[O:15], predict the reactants needed to synthesize it. The reactants are: [CH3:1][O:2][C:3](=[O:15])[C:4](=O)[CH:5](Cl)[C:6]1[CH:11]=[CH:10][C:9]([CH3:12])=[CH:8][CH:7]=1.[C:16]([NH2:19])(=[S:18])[CH3:17]. (7) Given the product [CH2:1]([C:5]1[CH:6]=[C:7]([C:24]2[CH:29]=[CH:28][CH:27]=[CH:26][CH:25]=2)[CH:8]=[C:9]([CH2:20][CH:21]([CH3:23])[CH3:22])[C:10]=1[N:11]1[CH:43]=[CH:44][N:45]=[C:12]1[C:13]1[CH:18]=[CH:17][CH:16]=[CH:15][CH:14]=1)[CH:2]([CH3:4])[CH3:3], predict the reactants needed to synthesize it. The reactants are: [CH2:1]([C:5]1[CH:6]=[C:7]([C:24]2[CH:29]=[CH:28][CH:27]=[CH:26][CH:25]=2)[CH:8]=[C:9]([CH2:20][CH:21]([CH3:23])[CH3:22])[C:10]=1[NH:11][C:12](=O)[C:13]1[CH:18]=[CH:17][CH:16]=[CH:15][CH:14]=1)[CH:2]([CH3:4])[CH3:3].P(Cl)(Cl)(Cl)=O.P(Cl)(Cl)(Cl)(Cl)Cl.CO[CH:43](OC)[CH2:44][NH2:45].Cl.[OH-].[Na+]. (8) The reactants are: [N:1]1([C:10]2[CH:15]=[CH:14][C:13]([CH2:16][CH2:17]O)=[CH:12][CH:11]=2)[C:5]2=[N:6][CH:7]=[CH:8][CH:9]=[C:4]2[CH:3]=[CH:2]1.[O:19]1[CH2:23][C:22](=[O:24])[NH:21][C:20]1=[O:25].C1(P(C2C=CC=CC=2)C2C=CC=CC=2)C=CC=CC=1.N(C(OC(C)C)=O)=NC(OC(C)C)=O. Given the product [N:1]1([C:10]2[CH:11]=[CH:12][C:13]([CH2:16][CH2:17][N:21]3[C:22](=[O:24])[CH2:23][O:19][C:20]3=[O:25])=[CH:14][CH:15]=2)[C:5]2=[N:6][CH:7]=[CH:8][CH:9]=[C:4]2[CH:3]=[CH:2]1, predict the reactants needed to synthesize it. (9) Given the product [C:6]([CH2:8][NH:9][C:10]1[CH:11]=[C:12]([S:16]([N:19]2[C:25](=[O:26])[C:24]3[C:23](=[CH:22][C:21]([Cl:20])=[CH:30][CH:29]=3)[NH:31][C:32]2=[O:33])(=[O:17])=[O:18])[CH:13]=[CH:14][CH:15]=1)([OH:5])=[O:7], predict the reactants needed to synthesize it. The reactants are: C([O:5][C:6]([CH2:8][NH:9][C:10]1[CH:11]=[C:12]([S:16]([NH2:19])(=[O:18])=[O:17])[CH:13]=[CH:14][CH:15]=1)=[O:7])(C)(C)C.[Cl:20][C:21]1[CH:22]=[C:23]([NH:31][C:32](OC2C=CC=CC=2)=[O:33])[C:24](=[CH:29][CH:30]=1)[C:25](OC)=[O:26]. (10) The reactants are: C(C(C(O)CN(S(C1C=CC(OC)=CC=1)(=O)=O)[CH2:15][C:16]([CH3:29])([CH3:28])[CH2:17][CH2:18][CH2:19][NH:20][C:21](=[O:27])[NH:22][CH2:23][C:24]([O-])=[O:25])NC=O)C1C=CC=CC=1.[O:42]1[C@@H:46]2[O:47][CH2:48][CH2:49][C@@H:45]2[C@H:44]([O:50][C:51](=[O:93])[NH:52][C@@H:53]([CH2:86][C:87]2[CH:92]=[CH:91][CH:90]=[CH:89][CH:88]=2)[C@H:54]([OH:85])[CH2:55][N:56]([S:74]([C:77]2[CH:82]=[CH:81][C:80]([O:83][CH3:84])=[CH:79][CH:78]=2)(=[O:76])=[O:75])CC(C)(C)CCCNC(=O)NCC(OCC)=O)[CH2:43]1.[NH3:94]. Given the product [NH2:94][C:24](=[O:25])[CH2:23][NH:22][C:21]([NH:20][CH2:19][CH2:18][CH2:17][C:16]([CH3:29])([CH3:28])[CH2:15][CH:55]([NH:56][S:74]([C:77]1[CH:82]=[CH:81][C:80]([O:83][CH3:84])=[CH:79][CH:78]=1)(=[O:76])=[O:75])[C@H:54]([OH:85])[C@@H:53]([NH:52][C:51](=[O:93])[O:50][C@H:44]1[C@@H:45]2[C@@H:46]([O:47][CH2:48][CH2:49]2)[O:42][CH2:43]1)[CH2:86][C:87]1[CH:88]=[CH:89][CH:90]=[CH:91][CH:92]=1)=[O:27], predict the reactants needed to synthesize it.